This data is from Catalyst prediction with 721,799 reactions and 888 catalyst types from USPTO. The task is: Predict which catalyst facilitates the given reaction. (1) Reactant: [NH2:1][C:2]1[CH:7]=[CH:6][C:5]([C:8]([N:10]2[CH2:15][CH2:14][N:13]([CH2:16][CH3:17])[CH2:12][CH2:11]2)=O)=[C:4]([CH3:18])[CH:3]=1.C(Cl)Cl.CO. Product: [CH2:16]([N:13]1[CH2:14][CH2:15][N:10]([CH2:8][C:5]2[CH:6]=[CH:7][C:2]([NH2:1])=[CH:3][C:4]=2[CH3:18])[CH2:11][CH2:12]1)[CH3:17]. The catalyst class is: 1. (2) Reactant: [C:1]([OH:5])(=[O:4])[CH:2]=[CH2:3].[CH2:6]([C:12]1[CH:18]=[CH:17][C:15](O)=[CH:14][C:13]=1[OH:19])[CH2:7][CH2:8][CH2:9][CH2:10][CH3:11].O. The catalyst class is: 11. Product: [CH2:6]([C:12]1[CH:18]=[C:17]2[C:15](=[CH:14][C:13]=1[OH:19])[O:4][C:1](=[O:5])[CH2:2][CH2:3]2)[CH2:7][CH2:8][CH2:9][CH2:10][CH3:11]. (3) The catalyst class is: 7. Product: [OH:2][C:3]1[N:8]=[CH:7][C:6]([NH:9][C:10](=[O:17])[C:11]2[CH:16]=[CH:15][CH:14]=[CH:13][CH:12]=2)=[CH:5][CH:4]=1. Reactant: C[O:2][C:3]1[N:8]=[CH:7][C:6]([NH:9][C:10](=[O:17])[C:11]2[CH:16]=[CH:15][CH:14]=[CH:13][CH:12]=2)=[CH:5][CH:4]=1. (4) Product: [C:13]1([CH2:23][N:24]2[CH2:25][CH2:26][CH:27]([CH2:30][NH:31][C:32]3[NH:36][C:35]4[CH:37]=[CH:38][C:39]([CH:41]=[O:42])=[CH:40][C:34]=4[N:33]=3)[CH2:28][CH2:29]2)[C:22]2[C:17](=[CH:18][CH:19]=[CH:20][CH:21]=2)[CH:16]=[CH:15][CH:14]=1. Reactant: OI1(=O)C2C=CC=CC=2C(=O)O1.[C:13]1([CH2:23][N:24]2[CH2:29][CH2:28][CH:27]([CH2:30][NH:31][C:32]3[NH:36][C:35]4[CH:37]=[CH:38][C:39]([CH2:41][OH:42])=[CH:40][C:34]=4[N:33]=3)[CH2:26][CH2:25]2)[C:22]2[C:17](=[CH:18][CH:19]=[CH:20][CH:21]=2)[CH:16]=[CH:15][CH:14]=1.C(OCC)(=O)C. The catalyst class is: 16. (5) Reactant: [O:1]=[C:2]1[N:7]([C:8]2[CH:13]=[CH:12][CH:11]=[C:10]([C:14]([F:17])([F:16])[F:15])[CH:9]=2)[C:6]2[CH2:18][CH2:19][C:20](=[O:21])[C:5]=2[CH:4]([C:22]2[CH:29]=[CH:28][C:25]([C:26]#[N:27])=[CH:24][C:23]=2[S:30]([CH3:33])(=[O:32])=[O:31])[NH:3]1.C(=O)([O-])[O-].[Cs+].[Cs+].Br[CH2:41][C:42]([O:44][CH2:45][CH3:46])=[O:43].O. Product: [C:26]([C:25]1[CH:28]=[CH:29][C:22]([CH:4]2[N:3]([CH2:41][C:42]([O:44][CH2:45][CH3:46])=[O:43])[C:2](=[O:1])[N:7]([C:8]3[CH:13]=[CH:12][CH:11]=[C:10]([C:14]([F:17])([F:15])[F:16])[CH:9]=3)[C:6]3[CH2:18][CH2:19][C:20](=[O:21])[C:5]2=3)=[C:23]([S:30]([CH3:33])(=[O:31])=[O:32])[CH:24]=1)#[N:27]. The catalyst class is: 9. (6) Product: [ClH:17].[CH2:1]([N:8]1[CH2:13][CH2:12][C@H:11]([CH3:14])[C@H:10]([NH:15][CH3:16])[CH2:9]1)[C:2]1[CH:3]=[CH:4][CH:5]=[CH:6][CH:7]=1. The catalyst class is: 8. Reactant: [CH2:1]([N:8]1[CH2:13][CH2:12][C@H:11]([CH3:14])[C@H:10]([NH:15][CH3:16])[CH2:9]1)[C:2]1[CH:7]=[CH:6][CH:5]=[CH:4][CH:3]=1.[ClH:17]. (7) Reactant: C[O:2][C:3](=[O:35])/[C:4](/[NH:14][C:15](=[O:34])[C:16]1[CH:21]=[CH:20][C:19]([C:22]([NH:24][CH2:25][C:26]2[CH:31]=[CH:30][CH:29]=[C:28]([OH:32])[CH:27]=2)=[O:23])=[CH:18][C:17]=1[Cl:33])=[CH:5]/[C:6]1[S:10][CH:9]=[N:8][C:7]=1[CH:11]([CH3:13])[CH3:12].O.[OH-].[Li+]. Product: [Cl:33][C:17]1[CH:18]=[C:19]([C:22]([NH:24][CH2:25][C:26]2[CH:31]=[CH:30][CH:29]=[C:28]([OH:32])[CH:27]=2)=[O:23])[CH:20]=[CH:21][C:16]=1[C:15]([NH:14]/[C:4](=[CH:5]\[C:6]1[S:10][CH:9]=[N:8][C:7]=1[CH:11]([CH3:13])[CH3:12])/[C:3]([OH:35])=[O:2])=[O:34]. The catalyst class is: 364. (8) Reactant: [CH2:1]([O:8][C:9](=[O:31])[C@@H:10]([NH:23]C(OC(C)(C)C)=O)[CH2:11][CH2:12][C:13]1[N:17]([CH3:18])[C:16]2[CH:19]=[CH:20][CH:21]=[CH:22][C:15]=2[N:14]=1)[C:2]1[CH:7]=[CH:6][CH:5]=[CH:4][CH:3]=1. Product: [CH2:1]([O:8][C:9](=[O:31])[C@@H:10]([NH2:23])[CH2:11][CH2:12][C:13]1[N:17]([CH3:18])[C:16]2[CH:19]=[CH:20][CH:21]=[CH:22][C:15]=2[N:14]=1)[C:2]1[CH:3]=[CH:4][CH:5]=[CH:6][CH:7]=1. The catalyst class is: 89.